Dataset: NCI-60 drug combinations with 297,098 pairs across 59 cell lines. Task: Regression. Given two drug SMILES strings and cell line genomic features, predict the synergy score measuring deviation from expected non-interaction effect. (1) Drug 1: CCCS(=O)(=O)NC1=C(C(=C(C=C1)F)C(=O)C2=CNC3=C2C=C(C=N3)C4=CC=C(C=C4)Cl)F. Drug 2: CC1=C2C(C(=O)C3(C(CC4C(C3C(C(C2(C)C)(CC1OC(=O)C(C(C5=CC=CC=C5)NC(=O)C6=CC=CC=C6)O)O)OC(=O)C7=CC=CC=C7)(CO4)OC(=O)C)O)C)OC(=O)C. Cell line: SF-268. Synergy scores: CSS=52.2, Synergy_ZIP=12.5, Synergy_Bliss=10.7, Synergy_Loewe=-39.6, Synergy_HSA=6.80. (2) Drug 1: C1CC(C1)(C(=O)O)C(=O)O.[NH2-].[NH2-].[Pt+2]. Drug 2: B(C(CC(C)C)NC(=O)C(CC1=CC=CC=C1)NC(=O)C2=NC=CN=C2)(O)O. Cell line: SF-268. Synergy scores: CSS=33.6, Synergy_ZIP=-3.85, Synergy_Bliss=-0.326, Synergy_Loewe=-26.5, Synergy_HSA=0.124.